This data is from Full USPTO retrosynthesis dataset with 1.9M reactions from patents (1976-2016). The task is: Predict the reactants needed to synthesize the given product. Given the product [NH:31]1[C:35]2=[N:36][CH:37]=[CH:38][CH:39]=[C:34]2[C:33]([NH:40][C:17]([CH:14]2[CH2:13][CH2:12][N:11]([C:3]3[CH:2]=[N:1][C:10]4[C:5]([CH:4]=3)=[CH:6][CH:7]=[CH:8][CH:9]=4)[CH2:16][CH2:15]2)=[O:19])=[CH:32]1, predict the reactants needed to synthesize it. The reactants are: [N:1]1[C:10]2[C:5](=[CH:6][CH:7]=[CH:8][CH:9]=2)[CH:4]=[C:3]([N:11]2[CH2:16][CH2:15][CH:14]([C:17]([OH:19])=O)[CH2:13][CH2:12]2)[CH:2]=1.BrC1C=NC2C(C=1)=CC=CC=2.[NH:31]1[C:35]2=[N:36][CH:37]=[CH:38][CH:39]=[C:34]2[C:33]([NH2:40])=[CH:32]1.